This data is from Peptide-MHC class I binding affinity with 185,985 pairs from IEDB/IMGT. The task is: Regression. Given a peptide amino acid sequence and an MHC pseudo amino acid sequence, predict their binding affinity value. This is MHC class I binding data. (1) The peptide sequence is ALANTIEV. The MHC is HLA-A02:06 with pseudo-sequence HLA-A02:06. The binding affinity (normalized) is 0.157. (2) The MHC is HLA-A11:01 with pseudo-sequence HLA-A11:01. The peptide sequence is KMKELSPRW. The binding affinity (normalized) is 0.0467. (3) The peptide sequence is YMLSWGKEA. The MHC is HLA-A69:01 with pseudo-sequence HLA-A69:01. The binding affinity (normalized) is 0.0847.